This data is from Full USPTO retrosynthesis dataset with 1.9M reactions from patents (1976-2016). The task is: Predict the reactants needed to synthesize the given product. (1) Given the product [CH2:14]([O:18][CH2:19][C:20]1[CH:28]=[CH:27][C:23]([C:24]([OH:26])=[O:25])=[CH:22][CH:21]=1)[CH2:15][CH3:16], predict the reactants needed to synthesize it. The reactants are: BrCC1C=CC(C(O)=O)=CC=1.[H-].[Na+].[CH2:14]([O:18][CH2:19][C:20]1[CH:28]=[CH:27][C:23]([C:24]([OH:26])=[O:25])=[CH:22][CH:21]=1)[CH2:15][CH:16]=C. (2) Given the product [CH3:9][O:10][C:11]1[CH:16]=[CH:15][C:14]([C:17]([F:20])([F:19])[F:18])=[CH:13][C:12]=1[NH:21][C:22]([NH:6][C:5]1[CH:7]=[CH:8][C:2]([F:1])=[CH:3][CH:4]=1)=[O:23], predict the reactants needed to synthesize it. The reactants are: [F:1][C:2]1[CH:8]=[CH:7][C:5]([NH2:6])=[CH:4][CH:3]=1.[CH3:9][O:10][C:11]1[CH:16]=[CH:15][C:14]([C:17]([F:20])([F:19])[F:18])=[CH:13][C:12]=1[N:21]=[C:22]=[O:23]. (3) Given the product [CH2:44]([O:43][C@@H:15]1[C@@H:16]([O:35][CH2:36][C:37]2[CH:42]=[CH:41][CH:40]=[CH:39][CH:38]=2)[CH:17]([O:27][CH2:28][C:29]2[CH:34]=[CH:33][CH:32]=[CH:31][CH:30]=2)[C@@H:18]([O:19][CH2:20][C:21]2[CH:22]=[CH:23][CH:24]=[CH:25][CH:26]=2)[C@H:13]([O:12][CH2:5][C:6]2[CH:7]=[CH:8][CH:9]=[CH:10][CH:11]=2)[C:14]1([C:1]#[CH:2])[OH:51])[C:45]1[CH:50]=[CH:49][CH:48]=[CH:47][CH:46]=1, predict the reactants needed to synthesize it. The reactants are: [C:1]([Mg]Br)#[CH:2].[CH2:5]([O:12][C@@H:13]1[C@@H:18]([O:19][CH2:20][C:21]2[CH:26]=[CH:25][CH:24]=[CH:23][CH:22]=2)[CH:17]([O:27][CH2:28][C:29]2[CH:34]=[CH:33][CH:32]=[CH:31][CH:30]=2)[C@@H:16]([O:35][CH2:36][C:37]2[CH:42]=[CH:41][CH:40]=[CH:39][CH:38]=2)[C@H:15]([O:43][CH2:44][C:45]2[CH:50]=[CH:49][CH:48]=[CH:47][CH:46]=2)[C:14]1=[O:51])[C:6]1[CH:11]=[CH:10][CH:9]=[CH:8][CH:7]=1. (4) Given the product [Br:11][C:6]1[C:7]([CH3:9])=[CH:8][C:3]([O:2][CH3:1])=[CH:4][C:5]=1[CH3:10], predict the reactants needed to synthesize it. The reactants are: [CH3:1][O:2][C:3]1[CH:8]=[C:7]([CH3:9])[CH:6]=[C:5]([CH3:10])[CH:4]=1.[Br:11]N1C(=O)CCC1=O. (5) The reactants are: C(OC1C=CC(C[C@H](O)C(O)=O)=CC=1)C1C=CC=CC=1.[CH2:21]([O:28][C:29]1[CH:43]=[CH:42][C:32]([CH2:33][C@@H:34]2[O:38][C:37]([CH3:40])([CH3:39])[O:36][C:35]2=[O:41])=[CH:31][CH:30]=1)[C:22]1[CH:27]=[CH:26][CH:25]=[CH:24][CH:23]=1.COC(OC)(C)C.CC1C=CC(S(O)(=O)=O)=CC=1. Given the product [CH2:21]([O:28][C:29]1[CH:43]=[CH:42][C:32]([CH2:33][C@@H:34]2[O:38][C:37]([CH3:40])([CH3:39])[O:36][C:35]2=[O:41])=[CH:31][CH:30]=1)[C:22]1[CH:23]=[CH:24][CH:25]=[CH:26][CH:27]=1, predict the reactants needed to synthesize it. (6) The reactants are: [N:1]1([C:7]2[N:12]3[N:13]=[C:14]([C:16]4[CH:17]=[N:18][CH:19]=[N:20][CH:21]=4)[CH:15]=[C:11]3[N:10]=[C:9]([NH:22][NH2:23])[CH:8]=2)[CH2:6][CH2:5][O:4][CH2:3][CH2:2]1.C(O)(=O)C.[C:28]1([CH3:36])[CH:33]=[CH:32][CH:31]=[C:30]([CH:34]=O)[CH:29]=1. Given the product [CH3:36][C:28]1[CH:29]=[C:30]([CH:31]=[CH:32][CH:33]=1)[CH:34]=[N:23][NH:22][C:9]1[CH:8]=[C:7]([N:1]2[CH2:2][CH2:3][O:4][CH2:5][CH2:6]2)[N:12]2[N:13]=[C:14]([C:16]3[CH:17]=[N:18][CH:19]=[N:20][CH:21]=3)[CH:15]=[C:11]2[N:10]=1, predict the reactants needed to synthesize it.